Task: Regression. Given a peptide amino acid sequence and an MHC pseudo amino acid sequence, predict their binding affinity value. This is MHC class II binding data.. Dataset: Peptide-MHC class II binding affinity with 134,281 pairs from IEDB The peptide sequence is MKYLAAFLLLGLAGN. The MHC is HLA-DQA10102-DQB10602 with pseudo-sequence HLA-DQA10102-DQB10602. The binding affinity (normalized) is 0.294.